This data is from Forward reaction prediction with 1.9M reactions from USPTO patents (1976-2016). The task is: Predict the product of the given reaction. (1) The product is: [CH3:6][NH:7][C@@H:8]([C:17]1[CH:18]=[CH:19][C:20]([O:23][CH2:24][CH2:25][O:26][CH:27]2[CH2:32][CH2:31][CH2:30][CH2:29][O:28]2)=[CH:21][CH:22]=1)[CH2:9][N:11]1[CH2:15][CH2:14][C@H:13]([OH:16])[CH2:12]1. Given the reactants C(O[C:6](=O)[NH:7][C@@H:8]([C:17]1[CH:22]=[CH:21][C:20]([O:23][CH2:24][CH2:25][O:26][CH:27]2[CH2:32][CH2:31][CH2:30][CH2:29][O:28]2)=[CH:19][CH:18]=1)[C:9]([N:11]1[CH2:15][CH2:14][C@H:13]([OH:16])[CH2:12]1)=O)(C)(C)C.[H-].[Al+3].[Li+].[H-].[H-].[H-].C(=O)([O-])[O-].[Na+].[Na+].C(OCC)(=O)C, predict the reaction product. (2) Given the reactants C(OCC)(=[O:3])C.[OH2:7].[SH:8][CH2:9][CH2:10][C:11]([O:13][CH3:14])=[O:12].[NH2:15][CH2:16][CH2:17][N:18]1[CH2:23][CH2:22][CH2:21][CH2:20][CH2:19]1, predict the reaction product. The product is: [N:18]1([CH2:17][CH2:16][NH:15][S:8]([CH2:9][CH2:10][C:11]([O:13][CH3:14])=[O:12])(=[O:3])=[O:7])[CH2:23][CH2:22][CH2:21][CH2:20][CH2:19]1. (3) Given the reactants [Cl:1][C:2]1[CH:3]=[C:4]2[C:8](=[CH:9][CH:10]=1)[NH:7][C:6]([C:11]([N:13]1[CH2:18][CH2:17][N:16]([CH3:19])[CH2:15][CH2:14]1)=[O:12])=[CH:5]2.[Cl:20]N1C(=O)CCC1=O, predict the reaction product. The product is: [Cl:20][C:5]1[C:4]2[C:8](=[CH:9][CH:10]=[C:2]([Cl:1])[CH:3]=2)[NH:7][C:6]=1[C:11]([N:13]1[CH2:18][CH2:17][N:16]([CH3:19])[CH2:15][CH2:14]1)=[O:12].